This data is from Reaction yield outcomes from USPTO patents with 853,638 reactions. The task is: Predict the reaction yield, written as a fraction of the theoretical maximum amount of product (1.0 means a 100% yield; for example, 0.34 means a 34% yield). (1) The reactants are [C:1]([O:9]CC)(=O)[CH2:2][C:3]([O:5][CH2:6][CH3:7])=[O:4].[H-].[Na+].[H][H].[CH2:16]([N:23]1[C:28]2[CH:29]=[CH:30][C:31]([CH3:33])=[CH:32][C:27]=2[C:26](=O)[O:25]C1=O)[C:17]1[CH:22]=[CH:21][CH:20]=[CH:19][CH:18]=1.Cl. The catalyst is CC(N(C)C)=O. The product is [CH2:6]([O:5][C:3]([C:2]1[C:1](=[O:9])[N:23]([CH2:16][C:17]2[CH:18]=[CH:19][CH:20]=[CH:21][CH:22]=2)[C:28]2[C:27]([C:26]=1[OH:25])=[CH:32][C:31]([CH3:33])=[CH:30][CH:29]=2)=[O:4])[CH3:7]. The yield is 0.970. (2) The reactants are P(F)(F)(F)(F)F.N1(OC(N(C)C)=[N+](C)C)C2N=CC=CC=2N=N1.C(N(C(C)C)CC)(C)C.[CH2:33]1[C:41]2[C:36](=[CH:37][CH:38]=[CH:39][CH:40]=2)[CH2:35][NH:34]1.[Br:42][C:43]1[CH:51]=[C:47]([C:48](O)=[O:49])[C:46]([OH:52])=[CH:45][CH:44]=1.C([O-])(O)=O.[Na+]. The catalyst is CN(C=O)C.CCOC(C)=O. The product is [Br:42][C:43]1[CH:44]=[CH:45][C:46]([OH:52])=[C:47]([C:48]([N:34]2[CH2:35][C:36]3[C:41](=[CH:40][CH:39]=[CH:38][CH:37]=3)[CH2:33]2)=[O:49])[CH:51]=1. The yield is 0.660. (3) The catalyst is C(Cl)Cl.CCOC(C)=O. The reactants are [CH2:1]([OH:19])[CH2:2][CH2:3][CH2:4][CH2:5][CH2:6][CH2:7][CH2:8]/[CH:9]=[CH:10]\[CH2:11]/[CH:12]=[CH:13]\[CH2:14][CH2:15][CH2:16][CH2:17][CH3:18].[Cr](Cl)([O-])(=O)=O.[NH+]1C=CC=CC=1.C([O-])([O-])=O.[Na+].[Na+]. The product is [CH:1](=[O:19])[CH2:2][CH2:3][CH2:4][CH2:5][CH2:6][CH2:7][CH2:8]/[CH:9]=[CH:10]\[CH2:11]/[CH:12]=[CH:13]\[CH2:14][CH2:15][CH2:16][CH2:17][CH3:18]. The yield is 0.710. (4) The reactants are [B-](F)(F)(F)F.[B-](F)(F)(F)F.C1[N+]2(CCl)CC[N+]([F:21])(CC2)C1.[CH3:22][N:23]([CH3:37])/[CH:24]=[CH:25]/[C:26]([C:28]1[N:32]([CH:33]([CH3:35])[CH3:34])[C:31]([CH3:36])=[N:30][CH:29]=1)=[O:27].N. The catalyst is CO. The product is [CH3:37][N:23]([CH3:22])/[CH:24]=[C:25](\[F:21])/[C:26]([C:28]1[N:32]([CH:33]([CH3:34])[CH3:35])[C:31]([CH3:36])=[N:30][CH:29]=1)=[O:27]. The yield is 0.450. (5) The reactants are [F:1][C:2]([F:12])([F:11])[O:3][C:4]1[CH:5]=[C:6]([OH:10])[CH:7]=[CH:8][CH:9]=1.S(=O)(=O)(O)O.O[CH2:19][NH:20][C:21](=[O:24])[CH2:22][Cl:23].[OH-].[K+]. The catalyst is C(O)(=O)C. The product is [Cl:23][CH2:22][C:21]([NH:20][CH2:19][C:7]1[CH:8]=[CH:9][C:4]([O:3][C:2]([F:11])([F:12])[F:1])=[CH:5][C:6]=1[OH:10])=[O:24]. The yield is 0.338.